From a dataset of Forward reaction prediction with 1.9M reactions from USPTO patents (1976-2016). Predict the product of the given reaction. (1) Given the reactants [O:1]=[C:2]1[C:8]2[C:9]([C:13]3[CH:18]=[CH:17][CH:16]=[CH:15][CH:14]=3)=[CH:10][CH:11]=[CH:12][C:7]=2[O:6][CH2:5][CH:4]2[CH2:19][N:20](C(OC(C)(C)C)=O)[CH2:21][CH2:22][N:3]12.C(OCC)(=O)C.[ClH:36], predict the reaction product. The product is: [ClH:36].[C:13]1([C:9]2[C:8]3[C:2](=[O:1])[N:3]4[CH2:22][CH2:21][NH:20][CH2:19][CH:4]4[CH2:5][O:6][C:7]=3[CH:12]=[CH:11][CH:10]=2)[CH:14]=[CH:15][CH:16]=[CH:17][CH:18]=1. (2) Given the reactants [CH:1]1([C:4]2[N:8](C(OC(C)(C)C)=O)[C:7]3[CH:16]=[C:17]([C:36]4[C:37]([CH3:42])=[N:38][O:39][C:40]=4[CH3:41])[CH:18]=[C:19]([C:20]([OH:35])([C:28]4[CH:33]=[CH:32][N:31]=[CH:30][C:29]=4[CH3:34])[C:21]4[CH:26]=[CH:25][N:24]=[CH:23][C:22]=4[CH3:27])[C:6]=3[N:5]=2)[CH2:3][CH2:2]1.C(O)(C(F)(F)F)=O, predict the reaction product. The product is: [CH:1]1([C:4]2[NH:8][C:7]3[CH:16]=[C:17]([C:36]4[C:37]([CH3:42])=[N:38][O:39][C:40]=4[CH3:41])[CH:18]=[C:19]([C:20]([C:28]4[CH:33]=[CH:32][N:31]=[CH:30][C:29]=4[CH3:34])([C:21]4[CH:26]=[CH:25][N:24]=[CH:23][C:22]=4[CH3:27])[OH:35])[C:6]=3[N:5]=2)[CH2:3][CH2:2]1. (3) Given the reactants [CH2:1]([O:8][C:9]1[CH:17]=[CH:16][C:12]([C:13]([OH:15])=O)=[CH:11][CH:10]=1)[C:2]1[CH:7]=[CH:6][CH:5]=[CH:4][CH:3]=1.[NH2:18][C:19]1[CH:20]=[C:21]([CH2:26][OH:27])[CH:22]=[CH:23][C:24]=1[CH3:25].CN(C(ON1N=NC2C=CC=NC1=2)=[N+](C)C)C.F[P-](F)(F)(F)(F)F.CCN(C(C)C)C(C)C, predict the reaction product. The product is: [CH2:1]([O:8][C:9]1[CH:10]=[CH:11][C:12]([C:13]([NH:18][C:19]2[CH:20]=[C:21]([CH2:26][OH:27])[CH:22]=[CH:23][C:24]=2[CH3:25])=[O:15])=[CH:16][CH:17]=1)[C:2]1[CH:3]=[CH:4][CH:5]=[CH:6][CH:7]=1. (4) Given the reactants [NH:1]1[C:5]([C:6]2[C:14]3[C:9](=[CH:10][CH:11]=[C:12]([C:15]4[CH:20]=[N:19][CH:18]=[C:17]5[NH:21][CH:22]=[CH:23][C:16]=45)[CH:13]=3)[N:8](C3CCCCO3)[N:7]=2)=[CH:4][N:3]=[CH:2]1.C([SiH](CC)CC)C, predict the reaction product. The product is: [NH:1]1[C:5]([C:6]2[C:14]3[C:9](=[CH:10][CH:11]=[C:12]([C:15]4[CH:20]=[N:19][CH:18]=[C:17]5[NH:21][CH:22]=[CH:23][C:16]=45)[CH:13]=3)[NH:8][N:7]=2)=[CH:4][N:3]=[CH:2]1. (5) Given the reactants [CH3:1][NH:2][C:3]([NH:5][C:6]1[CH:11]=[CH:10][CH:9]=[C:8]([C:12]([F:15])([F:14])[F:13])[CH:7]=1)=[O:4].[C:16](O)(=[O:21])[CH2:17][C:18](O)=[O:19].C(OC(=O)C)(=O)C, predict the reaction product. The product is: [CH3:1][N:2]1[C:18](=[O:19])[CH2:17][C:16](=[O:21])[N:5]([C:6]2[CH:11]=[CH:10][CH:9]=[C:8]([C:12]([F:13])([F:14])[F:15])[CH:7]=2)[C:3]1=[O:4]. (6) The product is: [CH3:11][C:9]1[S:10][C:6]2[C:5]([C:12]3[CH:13]=[N:14][CH:15]=[CH:16][CH:17]=3)=[CH:4][N:3]=[C:2]([NH:18][C:19]3[S:20][CH:21]=[C:22]([CH3:24])[N:23]=3)[C:7]=2[N:8]=1. Given the reactants Cl[C:2]1[C:7]2[N:8]=[C:9]([CH3:11])[S:10][C:6]=2[C:5]([C:12]2[CH:13]=[N:14][CH:15]=[CH:16][CH:17]=2)=[CH:4][N:3]=1.[NH2:18][C:19]1[S:20][CH:21]=[C:22]([CH3:24])[N:23]=1, predict the reaction product. (7) Given the reactants [CH3:1][O:2][C:3]([C:5]1[S:6][C:7]([C:27]2[CH2:32][CH2:31][CH2:30][CH2:29][CH:28]=2)=[CH:8][C:9]=1[N:10]([C@H:20]1[CH2:25][CH2:24][C@H:23](O)[CH2:22][CH2:21]1)[C:11]([C@H:13]1[CH2:18][CH2:17][C@H:16]([CH3:19])[CH2:15][CH2:14]1)=[O:12])=[O:4].C(I)(F)F.[H-].[Na+], predict the reaction product. The product is: [CH3:1][O:2][C:3]([C:5]1[S:6][C:7]([C:27]2[CH2:32][CH2:31][CH2:30][CH2:29][CH:28]=2)=[CH:8][C:9]=1[N:10]([CH:20]1[CH2:25][CH2:24][CH:23]=[CH:22][CH2:21]1)[C:11]([C@H:13]1[CH2:18][CH2:17][C@H:16]([CH3:19])[CH2:15][CH2:14]1)=[O:12])=[O:4].